From a dataset of Catalyst prediction with 721,799 reactions and 888 catalyst types from USPTO. Predict which catalyst facilitates the given reaction. Reactant: [C:1]([O:5][C:6]([NH:8][C:9]1[C:18]2[C:13](=[CH:14][CH:15]=[CH:16][CH:17]=2)[C:12]([O:19][C:20]2[CH:25]=[CH:24][N:23]=[C:22]([NH:26][C:27]3[CH:28]=[C:29]([CH:33]=[C:34]([O:36][CH3:37])[CH:35]=3)[C:30](O)=[O:31])[CH:21]=2)=[CH:11][CH:10]=1)=[O:7])([CH3:4])([CH3:3])[CH3:2].[CH3:38][N:39]1[CH2:44][CH2:43][N:42]([CH2:45][CH2:46][NH2:47])[CH2:41][CH2:40]1.CCN(C(C)C)C(C)C.CN(C(ON1N=NC2C=CC=NC1=2)=[N+](C)C)C.F[P-](F)(F)(F)(F)F. Product: [CH3:37][O:36][C:34]1[CH:35]=[C:27]([NH:26][C:22]2[CH:21]=[C:20]([O:19][C:12]3[C:13]4[C:18](=[CH:17][CH:16]=[CH:15][CH:14]=4)[C:9]([NH:8][C:6](=[O:7])[O:5][C:1]([CH3:3])([CH3:2])[CH3:4])=[CH:10][CH:11]=3)[CH:25]=[CH:24][N:23]=2)[CH:28]=[C:29]([C:30](=[O:31])[NH:47][CH2:46][CH2:45][N:42]2[CH2:43][CH2:44][N:39]([CH3:38])[CH2:40][CH2:41]2)[CH:33]=1. The catalyst class is: 3.